From a dataset of NCI-60 drug combinations with 297,098 pairs across 59 cell lines. Regression. Given two drug SMILES strings and cell line genomic features, predict the synergy score measuring deviation from expected non-interaction effect. (1) Drug 1: CNC(=O)C1=CC=CC=C1SC2=CC3=C(C=C2)C(=NN3)C=CC4=CC=CC=N4. Drug 2: CCCCC(=O)OCC(=O)C1(CC(C2=C(C1)C(=C3C(=C2O)C(=O)C4=C(C3=O)C=CC=C4OC)O)OC5CC(C(C(O5)C)O)NC(=O)C(F)(F)F)O. Cell line: MCF7. Synergy scores: CSS=9.20, Synergy_ZIP=2.54, Synergy_Bliss=5.89, Synergy_Loewe=6.05, Synergy_HSA=6.30. (2) Drug 1: CN1CCC(CC1)COC2=C(C=C3C(=C2)N=CN=C3NC4=C(C=C(C=C4)Br)F)OC. Drug 2: CC1CCC2CC(C(=CC=CC=CC(CC(C(=O)C(C(C(=CC(C(=O)CC(OC(=O)C3CCCCN3C(=O)C(=O)C1(O2)O)C(C)CC4CCC(C(C4)OC)O)C)C)O)OC)C)C)C)OC. Cell line: NCI/ADR-RES. Synergy scores: CSS=15.9, Synergy_ZIP=1.46, Synergy_Bliss=6.64, Synergy_Loewe=4.66, Synergy_HSA=6.91.